This data is from Merck oncology drug combination screen with 23,052 pairs across 39 cell lines. The task is: Regression. Given two drug SMILES strings and cell line genomic features, predict the synergy score measuring deviation from expected non-interaction effect. (1) Drug 1: CCC1=CC2CN(C1)Cc1c([nH]c3ccccc13)C(C(=O)OC)(c1cc3c(cc1OC)N(C)C1C(O)(C(=O)OC)C(OC(C)=O)C4(CC)C=CCN5CCC31C54)C2. Drug 2: CCc1cnn2c(NCc3ccc[n+]([O-])c3)cc(N3CCCCC3CCO)nc12. Cell line: A427. Synergy scores: synergy=-4.42. (2) Drug 1: COC1=C2CC(C)CC(OC)C(O)C(C)C=C(C)C(OC(N)=O)C(OC)C=CC=C(C)C(=O)NC(=CC1=O)C2=O. Drug 2: CCc1cnn2c(NCc3ccc[n+]([O-])c3)cc(N3CCCCC3CCO)nc12. Cell line: CAOV3. Synergy scores: synergy=1.00. (3) Drug 1: O=P1(N(CCCl)CCCl)NCCCO1. Drug 2: NC1(c2ccc(-c3nc4ccn5c(=O)[nH]nc5c4cc3-c3ccccc3)cc2)CCC1. Cell line: T47D. Synergy scores: synergy=37.4. (4) Drug 1: O=C(O)C1(Cc2cccc(Nc3nccs3)n2)CCC(Oc2cccc(Cl)c2F)CC1. Drug 2: Cc1nc(Nc2ncc(C(=O)Nc3c(C)cccc3Cl)s2)cc(N2CCN(CCO)CC2)n1. Cell line: VCAP. Synergy scores: synergy=28.0.